Dataset: Forward reaction prediction with 1.9M reactions from USPTO patents (1976-2016). Task: Predict the product of the given reaction. (1) The product is: [CH3:55][N:56]1[C:64]2[C:59](=[CH:60][C:61]([C:2]3[CH:3]=[CH:4][C:5]([C:8]4[S:24][C:11]5[CH2:12][N:13]([CH:17]([CH2:22][CH3:23])[C:18]([O:20][CH3:21])=[O:19])[S:14](=[O:16])(=[O:15])[C:10]=5[CH:9]=4)=[CH:6][CH:7]=3)=[CH:62][CH:63]=2)[CH:58]=[CH:57]1. Given the reactants Br[C:2]1[CH:7]=[CH:6][C:5]([C:8]2[S:24][C:11]3[CH2:12][N:13]([CH:17]([CH2:22][CH3:23])[C:18]([O:20][CH3:21])=[O:19])[S:14](=[O:16])(=[O:15])[C:10]=3[CH:9]=2)=[CH:4][CH:3]=1.P([O-])([O-])([O-])=O.[K+].[K+].[K+].C1(C)C=CC=CC=1P(C1C=CC=CC=1C)C1C=CC=CC=1C.[CH3:55][N:56]1[C:64]2[C:59](=[CH:60][C:61](B(O)O)=[CH:62][CH:63]=2)[CH:58]=[CH:57]1.Cl, predict the reaction product. (2) Given the reactants [NH:1]1[CH2:4][CH:3]([O:5][C:6]2[CH:11]=[CH:10][C:9]([C:12]([F:15])([F:14])[F:13])=[CH:8][N:7]=2)[CH2:2]1.Br[C:17]1[CH:22]=[CH:21][C:20]([C@@H:23]([NH:25][C:26](=[O:28])[CH3:27])[CH3:24])=[CH:19][CH:18]=1, predict the reaction product. The product is: [F:13][C:12]([F:15])([F:14])[C:9]1[CH:10]=[CH:11][C:6]([O:5][CH:3]2[CH2:4][N:1]([C:17]3[CH:22]=[CH:21][C:20]([C@@H:23]([NH:25][C:26](=[O:28])[CH3:27])[CH3:24])=[CH:19][CH:18]=3)[CH2:2]2)=[N:7][CH:8]=1. (3) Given the reactants [Cl:1][C:2]1[CH:9]=[C:8]([Cl:10])[CH:7]=[CH:6][C:3]=1[CH:4]=O.[NH2:11][C@H:12]1[CH2:16][CH2:15][N:14]([C:17]([O:19][C:20]([CH3:23])([CH3:22])[CH3:21])=[O:18])[CH2:13]1.[BH4-].[Na+], predict the reaction product. The product is: [Cl:1][C:2]1[CH:9]=[C:8]([Cl:10])[CH:7]=[CH:6][C:3]=1[CH2:4][NH:11][C@H:12]1[CH2:16][CH2:15][N:14]([C:17]([O:19][C:20]([CH3:23])([CH3:22])[CH3:21])=[O:18])[CH2:13]1.